Dataset: Full USPTO retrosynthesis dataset with 1.9M reactions from patents (1976-2016). Task: Predict the reactants needed to synthesize the given product. Given the product [N:7]1[C:8]2[C:13](=[CH:12][CH:11]=[CH:10][CH:9]=2)[CH:14]=[CH:15][C:6]=1[NH:5][C:33]([C:28]1[CH:27]=[C:26]2[C:31]([CH:32]=[C:24]([C:18]3[C:19]([Cl:23])=[CH:20][CH:21]=[CH:22][C:17]=3[Cl:16])[NH:25]2)=[CH:30][CH:29]=1)=[O:34], predict the reactants needed to synthesize it. The reactants are: C[Al](C)C.[NH2:5][C:6]1[CH:15]=[CH:14][C:13]2[C:8](=[CH:9][CH:10]=[CH:11][CH:12]=2)[N:7]=1.[Cl:16][C:17]1[CH:22]=[CH:21][CH:20]=[C:19]([Cl:23])[C:18]=1[C:24]1[NH:25][C:26]2[C:31]([CH:32]=1)=[CH:30][CH:29]=[C:28]([C:33](OC)=[O:34])[CH:27]=2.